This data is from Catalyst prediction with 721,799 reactions and 888 catalyst types from USPTO. The task is: Predict which catalyst facilitates the given reaction. The catalyst class is: 528. Reactant: [C:1]1([Li])[CH:6]=[CH:5][CH:4]=[CH:3][CH:2]=1.[CH2:8]([O:15][C:16]([C@@H:18]1[CH2:26][C@@H:25]2[C@@H:20]([CH2:21][C:22](=[O:27])[CH2:23][CH2:24]2)[N:19]1[CH2:28][C:29]1[CH:34]=[CH:33][CH:32]=[CH:31][CH:30]=1)=[O:17])[C:9]1[CH:14]=[CH:13][CH:12]=[CH:11][CH:10]=1.CCOCC.O. Product: [CH2:8]([O:15][C:16]([C@@H:18]1[CH2:26][C@@H:25]2[C@@H:20]([CH2:21][C:22]([OH:27])([C:1]3[CH:6]=[CH:5][CH:4]=[CH:3][CH:2]=3)[CH2:23][CH2:24]2)[N:19]1[CH2:28][C:29]1[CH:34]=[CH:33][CH:32]=[CH:31][CH:30]=1)=[O:17])[C:9]1[CH:10]=[CH:11][CH:12]=[CH:13][CH:14]=1.